This data is from Forward reaction prediction with 1.9M reactions from USPTO patents (1976-2016). The task is: Predict the product of the given reaction. (1) The product is: [C:1]([O:5][C:6](=[O:7])[NH:8][C@@H:9]([CH2:13][O:14][C:15]1[CH:20]=[CH:19][C:18]([C:21]([CH2:39][CH3:40])([C:24]2[CH:29]=[CH:28][C:27]([CH2:30][CH2:31][CH:32]([OH:37])[C:33]([CH3:35])([CH3:34])[CH3:36])=[C:26]([CH3:38])[CH:25]=2)[CH2:22][CH3:23])=[CH:17][C:16]=1[CH3:41])[CH2:10][CH2:11][OH:12])([CH3:3])([CH3:4])[CH3:2]. Given the reactants [C:1]([O:5][C:6]([N:8]1[C:11](=[O:12])[CH2:10][C@@H:9]1[CH2:13][O:14][C:15]1[CH:20]=[CH:19][C:18]([C:21]([CH2:39][CH3:40])([C:24]2[CH:29]=[CH:28][C:27]([CH2:30][CH2:31][CH:32]([OH:37])[C:33]([CH3:36])([CH3:35])[CH3:34])=[C:26]([CH3:38])[CH:25]=2)[CH2:22][CH3:23])=[CH:17][C:16]=1[CH3:41])=[O:7])([CH3:4])([CH3:3])[CH3:2].[H-].[H-].[H-].[H-].[Li+].[Al+3], predict the reaction product. (2) Given the reactants [OH:1][C:2]1[CH:3]=[C:4]([NH:8][C:9]2[CH:10]=[C:11]([CH:14]=[CH:15][N:16]=2)[C:12]#[N:13])[CH:5]=[CH:6][CH:7]=1.O.[NH4+]=[S:19], predict the reaction product. The product is: [OH:1][C:2]1[CH:3]=[C:4]([NH:8][C:9]2[CH:10]=[C:11]([CH:14]=[CH:15][N:16]=2)[C:12]([NH2:13])=[S:19])[CH:5]=[CH:6][CH:7]=1. (3) Given the reactants [NH2:1][C:2]1[CH:3]=[C:4]2[C:8](=[CH:9][CH:10]=1)[NH:7][N:6]=[C:5]2[C:11]1[CH:16]=[CH:15][CH:14]=[CH:13][CH:12]=1.[C:17](Cl)(=[O:24])[C:18]1[CH:23]=[CH:22][CH:21]=[CH:20][CH:19]=1, predict the reaction product. The product is: [C:18]1([C:17]([NH:1][C:2]2[CH:3]=[C:4]3[C:8](=[CH:9][CH:10]=2)[NH:7][N:6]=[C:5]3[C:11]2[CH:16]=[CH:15][CH:14]=[CH:13][CH:12]=2)=[O:24])[CH:23]=[CH:22][CH:21]=[CH:20][CH:19]=1. (4) Given the reactants [H-].[Al+3].[Li+].[H-].[H-].[H-].[NH2:7][S:8]([C:11]1[S:15][C:14](=[C:16]([C:22]([NH:24][C:25]2[CH:30]=[CH:29][C:28]([C:31]3[CH:36]=[CH:35][CH:34]=[CH:33][CH:32]=3)=[CH:27][CH:26]=2)=[O:23])[C:17](OCC)=O)[NH:13][C:12]=1[CH3:37])(=[O:10])=[O:9], predict the reaction product. The product is: [NH2:7][S:8]([C:11]1[S:15][C:14]([CH:16]([CH3:17])[C:22]([NH:24][C:25]2[CH:30]=[CH:29][C:28]([C:31]3[CH:36]=[CH:35][CH:34]=[CH:33][CH:32]=3)=[CH:27][CH:26]=2)=[O:23])=[N:13][C:12]=1[CH3:37])(=[O:9])=[O:10]. (5) Given the reactants [OH-].[Na+].[CH2:3]([O:10][C:11]1[CH:19]=[C:18]([O:20][CH2:21][C:22]2[CH:27]=[CH:26][CH:25]=[CH:24][CH:23]=2)[CH:17]=[CH:16][C:12]=1[C:13](O)=[O:14])[C:4]1[CH:9]=[CH:8][CH:7]=[CH:6][CH:5]=1.S(Cl)([Cl:30])=O, predict the reaction product. The product is: [CH2:3]([O:10][C:11]1[CH:19]=[C:18]([O:20][CH2:21][C:22]2[CH:27]=[CH:26][CH:25]=[CH:24][CH:23]=2)[CH:17]=[CH:16][C:12]=1[C:13]([Cl:30])=[O:14])[C:4]1[CH:9]=[CH:8][CH:7]=[CH:6][CH:5]=1. (6) Given the reactants [NH2:1][C:2]1[CH:3]=[N:4][CH:5]=[CH:6][C:7]=1[N:8]1[CH2:13][CH2:12][CH2:11][C@H:10]([NH:14][C:15](=[O:21])[O:16][C:17]([CH3:20])([CH3:19])[CH3:18])[CH2:9]1.C(=O)=O.N([O-])=O.[Na+].[N-:29]=[N+:30]=[N-].[Na+].C([O-])([O-])=O.[Na+].[Na+], predict the reaction product. The product is: [N:1]([C:2]1[CH:3]=[N:4][CH:5]=[CH:6][C:7]=1[N:8]1[CH2:13][CH2:12][CH2:11][C@H:10]([NH:14][C:15](=[O:21])[O:16][C:17]([CH3:18])([CH3:20])[CH3:19])[CH2:9]1)=[N+:29]=[N-:30].